Dataset: Full USPTO retrosynthesis dataset with 1.9M reactions from patents (1976-2016). Task: Predict the reactants needed to synthesize the given product. (1) Given the product [ClH:37].[CH2:1]([O:8][C:9]1[CH:14]=[CH:13][N:12]([C:15]2[CH:16]=[C:17]3[C:21](=[CH:22][CH:23]=2)[N:20]([CH3:24])[C:19]2[CH2:25][NH:26][CH2:27][CH2:28][C:18]3=2)[C:11](=[O:36])[CH:10]=1)[C:2]1[CH:3]=[CH:4][CH:5]=[CH:6][CH:7]=1, predict the reactants needed to synthesize it. The reactants are: [CH2:1]([O:8][C:9]1[CH:14]=[CH:13][N:12]([C:15]2[CH:16]=[C:17]3[C:21](=[CH:22][CH:23]=2)[N:20]([CH3:24])[C:19]2[CH2:25][N:26](C(OC(C)(C)C)=O)[CH2:27][CH2:28][C:18]3=2)[C:11](=[O:36])[CH:10]=1)[C:2]1[CH:7]=[CH:6][CH:5]=[CH:4][CH:3]=1.[ClH:37]. (2) Given the product [C:1]([O:34][CH2:33][CH:32]([C:30]1[N:31]=[C:27]([NH:26][C:24](=[O:25])/[C:23](/[C:36]2[CH:41]=[CH:40][C:39]([S:42]([CH:45]3[CH2:47][CH2:46]3)(=[O:44])=[O:43])=[CH:38][CH:37]=2)=[CH:22]/[CH:17]2[CH2:21][CH2:20][CH2:19][CH2:18]2)[S:28][CH:29]=1)[OH:35])(=[O:3])[CH3:2], predict the reactants needed to synthesize it. The reactants are: [C:1](OC(=O)C)(=[O:3])[CH3:2].N1C=CC=CC=1.ClCCl.[CH:17]1(/[CH:22]=[C:23](\[C:36]2[CH:41]=[CH:40][C:39]([S:42]([CH:45]3[CH2:47][CH2:46]3)(=[O:44])=[O:43])=[CH:38][CH:37]=2)/[C:24]([NH:26][C:27]2[S:28][CH:29]=[C:30]([CH:32]([OH:35])[CH2:33][OH:34])[N:31]=2)=[O:25])[CH2:21][CH2:20][CH2:19][CH2:18]1.